Task: Binary Classification. Given a miRNA mature sequence and a target amino acid sequence, predict their likelihood of interaction.. Dataset: Experimentally validated miRNA-target interactions with 360,000+ pairs, plus equal number of negative samples (1) The miRNA is hsa-miR-4311 with sequence GAAAGAGAGCUGAGUGUG. The protein sequence of the target gene is MDLQAAGAQAQGAAEPSRGPPLPSARGAPPSPEAGFATADHSSQERETEKAMDRLARGTQSIPNDSPARGEGTHSEEEGFAMDEEDSDGELNTWELSEGTNCPPKEQPGDLFNEDWDSELKADQGNPYDADDIQESISQELKPWVCCAPQGDMIYDPSWHHPPPLIPYYSKMVFETGQFDDAED. Result: 1 (interaction). (2) The miRNA is mmu-miR-410-5p with sequence AGGUUGUCUGUGAUGAGUUCG. The protein sequence of the target gene is MGAGNFLTALEVPVAALAGAASDRRASCERVSPPPPLPHFRLPPLPRSRLPGPVSRPEPGAPLLGCWLQWGAPSPGPLCLLFRLCSCTCFAPLPAGADMDPNPRAALERQQLRLRERQKFFEDILQPETEFVFPLSHLHLESQRPPIGSISSMEVNVDTLEQVELIDLGDPDAADVFLPCEDPPPTPQSSGMDNHLEELSLPVPTSDRTTSRTSSSSSSDSSTNLHSPNPSDDGADTPLAQSDEEEERGDGGAEPGACS. Result: 0 (no interaction). (3) The miRNA is hsa-miR-610 with sequence UGAGCUAAAUGUGUGCUGGGA. The protein sequence of the target gene is MATGTPDSQARFGQSVKGLLTEKVNTCGTDVIALTKQVLKGSRSSELLGQAARNMVLQEDAILHSEDSLRKMAIITTHLQYQQEAIQKNVEQSPDLQDQLSHLLK. Result: 0 (no interaction). (4) The miRNA is hsa-miR-6785-5p with sequence UGGGAGGGCGUGGAUGAUGGUG. The protein sequence of the target gene is MERAVQGTDGGGGSNSSSRSSSRATSAGSSPSCSLAGRGVSSRSAAAGLGGGGSRSSPGSVAASPSGGGGRRREPALEGVLSKYTNLLQGWQNRYFVLDFEAGILQYFVNEQSKHQKPRGVLSLSGAIVSLSDEAPHMLVVYSANGEMFKLRAADAKEKQFWVTQLRACAKYHMEMNSKSAPSSRSRSLTLLPHGTPNSASPCSQRHLSVGAPGVVTITHHKSPAAARRAKSQYSGQLHEVREMMNQVEGQQKNLVHAIESLPGSGPLTALDQDLLLLKATSAATLSCLGECLNLLQQSV.... Result: 1 (interaction).